This data is from Full USPTO retrosynthesis dataset with 1.9M reactions from patents (1976-2016). The task is: Predict the reactants needed to synthesize the given product. (1) The reactants are: [C:1]([NH:4][C@@H:5]([CH2:28][C:29]1[CH:34]=[C:33]([F:35])[CH:32]=[C:31]([F:36])[CH:30]=1)[C@@H:6]([C@H:8]1[CH2:17][C:16]2[C:11](=[C:12]([O:19][CH3:20])[CH:13]=[CH:14][C:15]=2Br)[CH2:10][N:9]1[C:21]([O:23][C:24]([CH3:27])([CH3:26])[CH3:25])=[O:22])[OH:7])(=[O:3])[CH3:2].ClCCl.[I-].[CH2:41]([Zn+])[C:42]([CH3:45])([CH3:44])[CH3:43].[Cl-].[NH4+]. Given the product [C:1]([NH:4][C@@H:5]([CH2:28][C:29]1[CH:34]=[C:33]([F:35])[CH:32]=[C:31]([F:36])[CH:30]=1)[C@@H:6]([C@H:8]1[CH2:17][C:16]2[C:11](=[C:12]([O:19][CH3:20])[CH:13]=[CH:14][C:15]=2[CH2:41][C:42]([CH3:45])([CH3:44])[CH3:43])[CH2:10][N:9]1[C:21]([O:23][C:24]([CH3:27])([CH3:26])[CH3:25])=[O:22])[OH:7])(=[O:3])[CH3:2], predict the reactants needed to synthesize it. (2) Given the product [C:1]([N:3]=[C:4]([N:9]1[CH2:14][CH2:13][O:12][CH2:11][CH2:10]1)[S:5][CH3:6])#[N:2], predict the reactants needed to synthesize it. The reactants are: [C:1]([N:3]=[C:4](SC)[S:5][CH3:6])#[N:2].[NH:9]1[CH2:14][CH2:13][O:12][CH2:11][CH2:10]1. (3) Given the product [C:32]([N:27]1[CH2:28][CH2:29][CH2:30][CH:25]([C:23]2[N:22]=[C:21]([NH2:31])[N:20]=[C:19]([NH:18][C:4]3[CH:5]=[CH:6][C:7]([O:8][C:9]4[CH:14]=[CH:13][N:12]=[C:11]5[NH:15][CH:16]=[CH:17][C:10]=45)=[C:2]([F:1])[CH:3]=3)[CH:24]=2)[CH2:26]1)(=[O:34])[CH3:33], predict the reactants needed to synthesize it. The reactants are: [F:1][C:2]1[CH:3]=[C:4]([NH:18][C:19]2[CH:24]=[C:23]([CH:25]3[CH2:30][CH2:29][CH2:28][NH:27][CH2:26]3)[N:22]=[C:21]([NH2:31])[N:20]=2)[CH:5]=[CH:6][C:7]=1[O:8][C:9]1[CH:14]=[CH:13][N:12]=[C:11]2[NH:15][CH:16]=[CH:17][C:10]=12.[C:32](OC(=O)C)(=[O:34])[CH3:33]. (4) Given the product [CH3:1][O:2][C:3](=[O:33])[CH2:4][O:5][C:6]1[CH:15]=[CH:14][C:13]([Cl:16])=[C:12]2[C:7]=1[C:8]([O:32][CH:35]([F:37])[F:36])=[C:9]([CH2:20][C:21]1[CH:26]=[CH:25][C:24]([N:27]3[CH:31]=[CH:30][CH:29]=[N:28]3)=[CH:23][CH:22]=1)[C:10]([CH:17]([CH3:19])[CH3:18])=[N:11]2, predict the reactants needed to synthesize it. The reactants are: [CH3:1][O:2][C:3](=[O:33])[CH2:4][O:5][C:6]1[CH:15]=[CH:14][C:13]([Cl:16])=[C:12]2[C:7]=1[C:8](=[O:32])[C:9]([CH2:20][C:21]1[CH:26]=[CH:25][C:24]([N:27]3[CH:31]=[CH:30][CH:29]=[N:28]3)=[CH:23][CH:22]=1)=[C:10]([CH:17]([CH3:19])[CH3:18])[NH:11]2.Cl[CH:35]([F:37])[F:36]. (5) Given the product [F:1][C:2]1[CH:7]=[CH:6][C:5]([C:8]2[S:12][CH:11]([C:13]3[CH:23]=[CH:22][CH:21]=[CH:20][C:14]=3[O:15][CH2:16][C:17]([NH:74][C:71]3[CH:70]=[C:69]([CH3:68])[O:73][N:72]=3)=[O:18])[N:10]([C:24](=[O:34])[C:25]3[C:30]([F:31])=[CH:29][C:28]([F:32])=[CH:27][C:26]=3[F:33])[N:9]=2)=[CH:4][CH:3]=1, predict the reactants needed to synthesize it. The reactants are: [F:1][C:2]1[CH:7]=[CH:6][C:5]([C:8]2[S:12][CH:11]([C:13]3[CH:23]=[CH:22][CH:21]=[CH:20][C:14]=3[O:15][CH2:16][C:17](O)=[O:18])[N:10]([C:24](=[O:34])[C:25]3[C:30]([F:31])=[CH:29][C:28]([F:32])=[CH:27][C:26]=3[F:33])[N:9]=2)=[CH:4][CH:3]=1.CCN(C(C)C)C(C)C.CN(C(ON1N=NC2C=CC=NC1=2)=[N+](C)C)C.F[P-](F)(F)(F)(F)F.[CH3:68][C:69]1[O:73][N:72]=[C:71]([NH2:74])[CH:70]=1.